Dataset: Reaction yield outcomes from USPTO patents with 853,638 reactions. Task: Predict the reaction yield, written as a fraction of the theoretical maximum amount of product (1.0 means a 100% yield; for example, 0.34 means a 34% yield). (1) The reactants are C[O:2][C:3](=[O:17])[C@@H:4]1[CH2:8][C@H:7]([OH:9])[CH2:6][N:5]1[C:10]([O:12][C:13]([CH3:16])([CH3:15])[CH3:14])=[O:11].[OH-].[Na+].C(O)(=O)CC(CC(O)=O)(C(O)=O)O. The catalyst is C(O)C. The product is [C:10]([N:5]1[CH2:6][C@@H:7]([OH:9])[CH2:8][C@H:4]1[C:3]([OH:17])=[O:2])([O:12][C:13]([CH3:16])([CH3:15])[CH3:14])=[O:11]. The yield is 0.780. (2) The reactants are [CH3:1][C@@H:2]1[N:23]2[C:6]3[C:7]([C:19]([C:21]([C:24]([OH:26])=[O:25])=[CH:22]2)=[O:20])=[CH:8][C:9]([F:18])=[C:10]([N:11]2[CH2:16][CH2:15][N:14]([CH3:17])[CH2:13][CH2:12]2)[C:5]=3[O:4][CH2:3]1. The catalyst is C(#N)C.O. The product is [CH3:1][C@@H:2]1[N:23]2[CH:22]=[C:21]([C:24]([OH:26])=[O:25])[C:19]([C:7]3=[CH:8][C:9]([F:18])=[C:10]([N:11]4[CH2:16][CH2:15][N:14]([CH3:17])[CH2:13][CH2:12]4)[C:5](=[C:6]23)[O:4][CH2:3]1)=[O:20].[CH3:1][C@@H:2]1[N:23]2[CH:22]=[C:21]([C:24]([OH:26])=[O:25])[C:19]([C:7]3=[CH:8][C:9]([F:18])=[C:10]([N:11]4[CH2:16][CH2:15][N:14]([CH3:17])[CH2:13][CH2:12]4)[C:5](=[C:6]23)[O:4][CH2:3]1)=[O:20].[OH2:4]. The yield is 0.840. (3) The reactants are [Br:1][C:2]1[CH:3]=[C:4]([CH:7]=[C:8]([OH:11])[C:9]=1[OH:10])[CH:5]=[O:6].C([O-])([O-])=O.[K+].[K+].Br[CH2:19][CH2:20]Br.O. The catalyst is CN(C=O)C. The product is [Br:1][C:2]1[C:9]2[O:10][CH2:19][CH2:20][O:11][C:8]=2[CH:7]=[C:4]([CH:5]=[O:6])[CH:3]=1. The yield is 0.990. (4) The reactants are C[O:2][C:3](=[O:35])[C@@H:4]([NH:24][C:25](=[O:34])[C:26]1[CH:31]=[C:30]([Cl:32])[CH:29]=[CH:28][C:27]=1[NH2:33])[CH2:5][C:6]1[CH:11]=[CH:10][C:9]([C:12]2[CH:17]=[CH:16][C:15]([CH:18]3[CH2:23][CH2:22][CH2:21][CH2:20][CH2:19]3)=[CH:14][CH:13]=2)=[CH:8][CH:7]=1.[C:36]([C:40]1[CH:54]=[CH:53][C:43]([O:44][C:45]2[CH:46]=[C:47]([CH:50]=[CH:51][CH:52]=2)[CH:48]=O)=[CH:42][CH:41]=1)([CH3:39])([CH3:38])[CH3:37].C(O)(=O)C.C(O[BH-](OC(=O)C)OC(=O)C)(=O)C.[Na+]. The catalyst is ClCCCl. The product is [C:36]([C:40]1[CH:54]=[CH:53][C:43]([O:44][C:45]2[CH:46]=[C:47]([CH:50]=[CH:51][CH:52]=2)[CH2:48][NH:33][C:27]2[CH:28]=[CH:29][C:30]([Cl:32])=[CH:31][C:26]=2[C:25]([NH:24][C@@H:4]([CH2:5][C:6]2[CH:7]=[CH:8][C:9]([C:12]3[CH:13]=[CH:14][C:15]([CH:18]4[CH2:19][CH2:20][CH2:21][CH2:22][CH2:23]4)=[CH:16][CH:17]=3)=[CH:10][CH:11]=2)[C:3]([OH:2])=[O:35])=[O:34])=[CH:42][CH:41]=1)([CH3:39])([CH3:37])[CH3:38]. The yield is 0.760. (5) The reactants are [CH:1](=O)[C:2]1[CH:7]=[CH:6][CH:5]=[CH:4][CH:3]=1.Br[CH2:10][CH:11]=[CH:12][C:13]1[CH:18]=[CH:17][CH:16]=[CH:15][CH:14]=1.C1([SiH2]C2C=CC=CC=2)C=CC=CC=1.CCN(C(C)C)C(C)C. The catalyst is C1(C)C=CC=CC=1. The product is [C:2]1(/[CH:1]=[CH:10]/[CH:11]=[CH:12][C:13]2[CH:18]=[CH:17][CH:16]=[CH:15][CH:14]=2)[CH:7]=[CH:6][CH:5]=[CH:4][CH:3]=1. The yield is 0.520. (6) The reactants are CN(C)/[CH:3]=[CH:4]/[C:5]([C:7]1[C:8]([C:21]2[CH:26]=[CH:25][C:24]([O:27][CH3:28])=[CH:23][CH:22]=2)=[N:9][N:10]2[C:15]([N:16]3[CH2:20][CH2:19][CH2:18][CH2:17]3)=[CH:14][CH:13]=[CH:12][C:11]=12)=O.S(O)(O)(=O)=O.[NH2:35][C:36]([NH2:38])=[NH:37].C(=O)([O-])[O-].[K+].[K+].C(OCC)(=O)C. The catalyst is CN(C)C=O.O. The product is [CH3:28][O:27][C:24]1[CH:23]=[CH:22][C:21]([C:8]2[C:7]([C:5]3[CH:4]=[CH:3][N:35]=[C:36]([NH2:38])[N:37]=3)=[C:11]3[CH:12]=[CH:13][CH:14]=[C:15]([N:16]4[CH2:20][CH2:19][CH2:18][CH2:17]4)[N:10]3[N:9]=2)=[CH:26][CH:25]=1. The yield is 0.890. (7) The reactants are [CH3:1][O:2][C:3]([CH:5](P(OC)(OC)=O)[NH:6][C:7]([O:9][CH2:10][C:11]1[CH:16]=[CH:15][CH:14]=[CH:13][CH:12]=1)=[O:8])=[O:4].N12CCCN=C1CCCCC2.[F:34][C:35]1[CH:42]=[CH:41][CH:40]=[C:39]([F:43])[C:36]=1[CH:37]=O.C(OCC)C. The yield is 0.720. The product is [CH3:1][O:2][C:3](=[O:4])[C:5]([NH:6][C:7]([O:9][CH2:10][C:11]1[CH:12]=[CH:13][CH:14]=[CH:15][CH:16]=1)=[O:8])=[CH:37][C:36]1[C:35]([F:34])=[CH:42][CH:41]=[CH:40][C:39]=1[F:43]. The catalyst is C(Cl)Cl.